Task: Predict the product of the given reaction.. Dataset: Forward reaction prediction with 1.9M reactions from USPTO patents (1976-2016) (1) Given the reactants C([O:8][CH2:9][C:10]1[N:11]([CH2:27][C:28]2[CH:33]=[CH:32][N:31]=[CH:30][CH:29]=2)[C:12]([S:18][C:19]2[CH:24]=[CH:23][CH:22]=[C:21]([O:25][CH3:26])[CH:20]=2)=[C:13]([CH:15]([CH3:17])[CH3:16])[N:14]=1)C1C=CC=CC=1.Cl, predict the reaction product. The product is: [CH:15]([C:13]1[N:14]=[C:10]([CH2:9][OH:8])[N:11]([CH2:27][C:28]2[CH:29]=[CH:30][N:31]=[CH:32][CH:33]=2)[C:12]=1[S:18][C:19]1[CH:24]=[CH:23][CH:22]=[C:21]([O:25][CH3:26])[CH:20]=1)([CH3:17])[CH3:16]. (2) Given the reactants O[CH:2]=[C:3]1[C:11]2[C:6](=[CH:7][CH:8]=[CH:9][CH:10]=2)[NH:5][C:4]1=[O:12].[NH2:13][C:14]1[CH:22]=[C:21]2[C:17]([CH:18]=[N:19][NH:20]2)=[CH:16][CH:15]=1, predict the reaction product. The product is: [NH:20]1[C:21]2[C:17](=[CH:16][CH:15]=[C:14]([N:13]=[C:2]=[C:3]3[C:11]4[C:6](=[CH:7][CH:8]=[CH:9][CH:10]=4)[NH:5][C:4]3=[O:12])[CH:22]=2)[CH:18]=[N:19]1. (3) Given the reactants [OH:1][N:2]=[C:3]([C:5]1[CH:6]=[N:7][C:8]([C:11]([C:16]2[CH:21]=[CH:20][C:19]([C:22]3[CH:23]=[N:24][CH:25]=[C:26]([O:28][CH3:29])[CH:27]=3)=[CH:18][CH:17]=2)([CH3:15])[CH:12]([CH3:14])[CH3:13])=[CH:9][CH:10]=1)[NH2:4].[C:30]([O:33][CH2:34][C:35](O)=[O:36])(=[O:32])[CH3:31].Cl.CN(C)CCCN=C=NCC.ON1C2C=CC=CC=2N=N1.C(=O)(O)[O-].[Na+], predict the reaction product. The product is: [C:30]([O:33][CH2:34][C:35]([O:1]/[N:2]=[C:3](/[NH2:4])\[C:5]1[CH:6]=[N:7][C:8]([C:11]([C:16]2[CH:21]=[CH:20][C:19]([C:22]3[CH:23]=[N:24][CH:25]=[C:26]([O:28][CH3:29])[CH:27]=3)=[CH:18][CH:17]=2)([CH3:15])[CH:12]([CH3:13])[CH3:14])=[CH:9][CH:10]=1)=[O:36])(=[O:32])[CH3:31]. (4) Given the reactants [OH:1][C:2]1[C:3]([C:19]([C:22]2[CH:27]=[CH:26][CH:25]=[CH:24][CH:23]=2)([CH3:21])[CH3:20])=[N:4][C:5]2[C:10]([C:11]=1[C:12]([OH:14])=[O:13])=[CH:9][CH:8]=[C:7]1CCCC[C:6]=21.C(O[CH2:32][C:33](=O)[C:34](C)(C1C=CC=CC=1)C)(=O)C.C(C1C=CC=C2C=1NC(=O)C2=O)(C)C.[OH-].[Na+], predict the reaction product. The product is: [OH:1][C:2]1[C:3]([C:19]([C:22]2[CH:27]=[CH:26][CH:25]=[CH:24][CH:23]=2)([CH3:21])[CH3:20])=[N:4][C:5]2[C:10]([C:11]=1[C:12]([OH:14])=[O:13])=[CH:9][CH:8]=[CH:7][C:6]=2[CH:33]([CH3:34])[CH3:32]. (5) Given the reactants Cl.[NH2:2][C@H:3]1[CH2:7][CH2:6][N:5]([C@H:8]([C:15]([N:17]2[CH2:22][CH2:21][O:20][CH2:19][CH2:18]2)=[O:16])[CH2:9][CH2:10][S:11]([CH3:14])(=[O:13])=[O:12])[C:4]1=[O:23].[Cl:24][C:25]1[CH:30]=[CH:29][C:28]([CH2:31][CH2:32][S:33](Cl)(=[O:35])=[O:34])=[CH:27][CH:26]=1, predict the reaction product. The product is: [Cl:24][C:25]1[CH:26]=[CH:27][C:28]([CH2:31][CH2:32][S:33]([NH:2][C@H:3]2[CH2:7][CH2:6][N:5]([C@H:8]([C:15]([N:17]3[CH2:18][CH2:19][O:20][CH2:21][CH2:22]3)=[O:16])[CH2:9][CH2:10][S:11]([CH3:14])(=[O:13])=[O:12])[C:4]2=[O:23])(=[O:35])=[O:34])=[CH:29][CH:30]=1.